This data is from Full USPTO retrosynthesis dataset with 1.9M reactions from patents (1976-2016). The task is: Predict the reactants needed to synthesize the given product. (1) Given the product [C:1]([O:5][C:6]([N:8]1[CH2:15][CH:14]=[CH:13][CH2:12][NH:11][C@H:10]([CH3:28])[CH2:9]1)=[O:7])([CH3:4])([CH3:2])[CH3:3], predict the reactants needed to synthesize it. The reactants are: [C:1]([O:5][C:6]([N:8]1[CH2:15][CH:14]=[CH:13][CH2:12][N:11](S(C2C=CC=CC=2[N+]([O-])=O)(=O)=O)[C@H:10]([CH3:28])[CH2:9]1)=[O:7])([CH3:4])([CH3:3])[CH3:2].C(=O)([O-])[O-].[K+].[K+].C1(S)C=CC=CC=1. (2) Given the product [F:1][C:2]1[CH:7]=[CH:6][CH:5]=[CH:4][C:3]=1[CH2:8][O:9][C:10]1[CH:15]=[CH:14][C:13]([C@@H:16]2[N:20]([C:30]([O:29][C:25]([CH3:28])([CH3:27])[CH3:26])=[O:31])[C@H:19]([C:21]([O:23][CH3:24])=[O:22])[CH2:18][CH2:17]2)=[CH:12][CH:11]=1, predict the reactants needed to synthesize it. The reactants are: [F:1][C:2]1[CH:7]=[CH:6][CH:5]=[CH:4][C:3]=1[CH2:8][O:9][C:10]1[CH:15]=[CH:14][C:13]([C@@H:16]2[NH:20][C@H:19]([C:21]([O:23][CH3:24])=[O:22])[CH2:18][CH2:17]2)=[CH:12][CH:11]=1.[C:25]([O:29][C:30](O[C:30]([O:29][C:25]([CH3:28])([CH3:27])[CH3:26])=[O:31])=[O:31])([CH3:28])([CH3:27])[CH3:26].C(O)(=O)C(CC(O)=O)O. (3) Given the product [C:31]([N:18]1[C:19]2[C:15](=[CH:14][C:13]([N:12]([CH2:22][P:23](=[O:30])([O:24][CH2:25][CH3:26])[O:27][CH2:28][CH3:29])[S:9]([C:4]3[CH:5]=[C:6]([Cl:8])[CH:7]=[C:2]([Cl:1])[CH:3]=3)(=[O:10])=[O:11])=[CH:21][CH:20]=2)[CH:16]=[CH:17]1)(=[O:33])[CH3:32], predict the reactants needed to synthesize it. The reactants are: [Cl:1][C:2]1[CH:3]=[C:4]([S:9]([N:12]([CH2:22][P:23](=[O:30])([O:27][CH2:28][CH3:29])[O:24][CH2:25][CH3:26])[C:13]2[CH:14]=[C:15]3[C:19](=[CH:20][CH:21]=2)[NH:18][CH:17]=[CH:16]3)(=[O:11])=[O:10])[CH:5]=[C:6]([Cl:8])[CH:7]=1.[C:31](OCC)(=[O:33])[CH3:32].C(=O)([O-])O.[Na+]. (4) Given the product [F:26][C:25]([F:28])([F:27])[C:21]1[CH:20]=[C:19]([CH:24]=[CH:23][CH:22]=1)[C:18]([NH:17][C:13]1[CH:12]=[C:11]([CH:16]=[CH:15][CH:14]=1)[O:10][C:7]1[CH:8]=[CH:9][C:4]2[N:5]([CH:30]=[C:2]([NH:1][C:31](=[O:35])[O:32][CH2:33][CH3:34])[N:3]=2)[N:6]=1)=[O:29], predict the reactants needed to synthesize it. The reactants are: [NH2:1][C:2]1[N:3]=[C:4]2[CH:9]=[CH:8][C:7]([O:10][C:11]3[CH:12]=[C:13]([NH:17][C:18](=[O:29])[C:19]4[CH:24]=[CH:23][CH:22]=[C:21]([C:25]([F:28])([F:27])[F:26])[CH:20]=4)[CH:14]=[CH:15][CH:16]=3)=[N:6][N:5]2[CH:30]=1.[C:31](Cl)(=[O:35])[O:32][CH2:33][CH3:34].C(N(CC)CC)C. (5) The reactants are: [CH3:1][C:2]1[CH:6]=[C:5]([C:7]([OH:9])=[O:8])[S:4][N:3]=1.F[P-](F)(F)(F)(F)F.C[N+](C)=C(N(C)C)[O:20][N:21]1[C:25]2[N:26]=[CH:27][CH:28]=[CH:29][C:24]=2N=N1.[CH2:34](N(CC)CC)[CH3:35].CC1C=COC=1C([NH:49][CH2:50][C:51]1[CH:52]=[C:53]2[C:57](=[CH:58][CH:59]=1)[NH:56][C:55]([CH3:60])=[CH:54]2)=O. Given the product [OH:20][CH2:60][C:55]1[NH:56][C:57]2[C:53]([CH:54]=1)=[CH:52][C:51]([CH2:50][NH:49][C:7]([C:5]1[S:4][N:3]=[C:2]([CH3:1])[CH:6]=1)=[O:9])=[CH:59][CH:58]=2.[CH2:34]([O:9][C:7]([C:5]1[NH:26][C:27]2[C:2]([CH:6]=1)=[CH:1][C:24]([C:25]#[N:21])=[CH:29][CH:28]=2)=[O:8])[CH3:35], predict the reactants needed to synthesize it.